Dataset: Forward reaction prediction with 1.9M reactions from USPTO patents (1976-2016). Task: Predict the product of the given reaction. (1) Given the reactants [CH3:1][C:2]1([CH3:12])[CH:6](O)[C:5]2[CH:8]=[CH:9][CH:10]=[CH:11][C:4]=2[O:3]1.C([N:15]1[CH:19]=[CH:18][N:17]=[CH:16]1)([N:15]1[CH:19]=[CH:18][N:17]=[CH:16]1)=O, predict the reaction product. The product is: [CH3:1][C:2]1([CH3:12])[CH:6]([N:15]2[CH:19]=[CH:18][N:17]=[CH:16]2)[C:5]2[CH:8]=[CH:9][CH:10]=[CH:11][C:4]=2[O:3]1. (2) Given the reactants Br[C:2]1[C:3](=[O:13])[C:4]2[C:9]([C:10](=[O:12])[CH:11]=1)=[CH:8][CH:7]=[CH:6][CH:5]=2.[CH:14]1([CH2:20][NH2:21])[CH2:19][CH2:18][CH2:17][CH2:16][CH2:15]1, predict the reaction product. The product is: [CH:14]1([CH2:20][NH:21][C:2]2[C:3](=[O:13])[C:4]3[C:9]([C:10](=[O:12])[CH:11]=2)=[CH:8][CH:7]=[CH:6][CH:5]=3)[CH2:19][CH2:18][CH2:17][CH2:16][CH2:15]1. (3) Given the reactants Cl[C:2]1[N:3]=[CH:4][C:5]([C:8]([NH:10][C:11]2[CH:19]=[CH:18][CH:17]=[C:16]3[C:12]=2[CH2:13][N:14]([CH:21]2[CH2:26][CH2:25][C:24](=[O:27])[NH:23][C:22]2=[O:28])[C:15]3=[O:20])=[O:9])=[N:6][CH:7]=1.[F:29][C:30]1[CH:31]=[C:32]([N:43]2[C:47]([OH:48])=[N:46][N:45]=[C:44]2[C:49]2[CH:54]=[C:53]([CH:55]([CH3:57])[CH3:56])[C:52]([OH:58])=[CH:51][C:50]=2[OH:59])[CH:33]=[CH:34][C:35]=1[CH2:36][N:37]1[CH2:42][CH2:41][NH:40][CH2:39][CH2:38]1.C([O-])([O-])=O.[K+].[K+], predict the reaction product. The product is: [OH:59][C:50]1[CH:51]=[C:52]([OH:58])[C:53]([CH:55]([CH3:56])[CH3:57])=[CH:54][C:49]=1[C:44]1[N:43]([C:32]2[CH:33]=[CH:34][C:35]([CH2:36][N:37]3[CH2:42][CH2:41][N:40]([C:2]4[N:3]=[CH:4][C:5]([C:8]([NH:10][C:11]5[CH:19]=[CH:18][CH:17]=[C:16]6[C:12]=5[CH2:13][N:14]([CH:21]5[CH2:26][CH2:25][C:24](=[O:27])[NH:23][C:22]5=[O:28])[C:15]6=[O:20])=[O:9])=[N:6][CH:7]=4)[CH2:39][CH2:38]3)=[C:30]([F:29])[CH:31]=2)[C:47]([OH:48])=[N:46][N:45]=1.